Regression. Given a peptide amino acid sequence and an MHC pseudo amino acid sequence, predict their binding affinity value. This is MHC class I binding data. From a dataset of Peptide-MHC class I binding affinity with 185,985 pairs from IEDB/IMGT. (1) The binding affinity (normalized) is 0. The peptide sequence is KRWIIMGLNK. The MHC is HLA-A02:06 with pseudo-sequence HLA-A02:06. (2) The peptide sequence is RYRTAVCGL. The MHC is HLA-B45:06 with pseudo-sequence HLA-B45:06. The binding affinity (normalized) is 0.213. (3) The peptide sequence is VGNVLVKF. The MHC is Mamu-B52 with pseudo-sequence Mamu-B52. The binding affinity (normalized) is 0.650. (4) The peptide sequence is VHGMNFTKL. The MHC is HLA-B57:01 with pseudo-sequence HLA-B57:01. The binding affinity (normalized) is 0.0847.